From a dataset of Peptide-MHC class II binding affinity with 134,281 pairs from IEDB. Regression. Given a peptide amino acid sequence and an MHC pseudo amino acid sequence, predict their binding affinity value. This is MHC class II binding data. (1) The peptide sequence is ESWIVDRQWAQDLTL. The MHC is DRB4_0101 with pseudo-sequence DRB4_0103. The binding affinity (normalized) is 0.168. (2) The peptide sequence is SKEEKDTNGTDRAEI. The MHC is DRB3_0101 with pseudo-sequence DRB3_0101. The binding affinity (normalized) is 0. (3) The peptide sequence is KLIEKINAGFKAALAAAAGV. The MHC is HLA-DQA10401-DQB10402 with pseudo-sequence HLA-DQA10401-DQB10402. The binding affinity (normalized) is 0.382. (4) The MHC is HLA-DQA10301-DQB10302 with pseudo-sequence HLA-DQA10301-DQB10302. The binding affinity (normalized) is 0.429. The peptide sequence is NAGFKAALAAAAGVP. (5) The peptide sequence is TWHYDDENPYKTWAYHG. The MHC is DRB1_0404 with pseudo-sequence DRB1_0404. The binding affinity (normalized) is 0.104. (6) The peptide sequence is RGKVVLIDFWAYPCI. The MHC is DRB5_0101 with pseudo-sequence DRB5_0101. The binding affinity (normalized) is 0.616. (7) The peptide sequence is DVKFPGHGQIVGGVY. The MHC is HLA-DQA10501-DQB10301 with pseudo-sequence HLA-DQA10501-DQB10301. The binding affinity (normalized) is 0.605. (8) The peptide sequence is EVTMLYVVASPDLMT. The MHC is DRB1_0101 with pseudo-sequence DRB1_0101. The binding affinity (normalized) is 0.738. (9) The peptide sequence is AGIMIFDPYGATISA. The MHC is DRB1_0301 with pseudo-sequence DRB1_0301. The binding affinity (normalized) is 0.207. (10) The peptide sequence is INEPTAAAIAAGLDR. The binding affinity (normalized) is 0.617. The MHC is HLA-DQA10401-DQB10402 with pseudo-sequence HLA-DQA10401-DQB10402.